From a dataset of Forward reaction prediction with 1.9M reactions from USPTO patents (1976-2016). Predict the product of the given reaction. The product is: [Cl:1][C:2]1[CH:3]=[C:4]2[C:8](=[CH:9][CH:10]=1)[N:7]([CH2:31][CH2:32][CH2:33][OH:34])[C:6]([CH2:11][N:12]1[C:16]3=[CH:17][N:18]=[CH:19][CH:20]=[C:15]3[C:14]3([CH2:22][CH2:21]3)[C:13]1=[O:23])=[CH:5]2. Given the reactants [Cl:1][C:2]1[CH:3]=[C:4]2[C:8](=[CH:9][CH:10]=1)[NH:7][C:6]([CH2:11][N:12]1[C:16]3=[CH:17][N:18]=[CH:19][CH:20]=[C:15]3[C:14]3([CH2:22][CH2:21]3)[C:13]1=[O:23])=[CH:5]2.C(=O)([O-])[O-].[Cs+].[Cs+].Br[CH2:31][CH2:32][CH2:33][OH:34], predict the reaction product.